From a dataset of Reaction yield outcomes from USPTO patents with 853,638 reactions. Predict the reaction yield, written as a fraction of the theoretical maximum amount of product (1.0 means a 100% yield; for example, 0.34 means a 34% yield). (1) The reactants are [Cl:1][C:2]1[CH:7]=[CH:6][CH:5]=[CH:4][C:3]=1[N:8]1[C:12]([C:13]2[O:14]C=CC=2)=[CH:11][C:10]([C:18]([O:20][CH3:21])=[O:19])=[N:9]1.O.C(Cl)(Cl)(Cl)Cl.I([O-])(=O)(=O)=[O:29].[Na+]. The catalyst is C(#N)C.[Ru](Cl)(Cl)Cl. The product is [Cl:1][C:2]1[CH:7]=[CH:6][CH:5]=[CH:4][C:3]=1[N:8]1[C:12]([C:13]([OH:14])=[O:29])=[CH:11][C:10]([C:18]([O:20][CH3:21])=[O:19])=[N:9]1. The yield is 0.440. (2) The reactants are [NH2:1][C:2]1[S:3][CH:4]=[CH:5][N:6]=1.Cl[C:8]1[N:13]=[CH:12][C:11]([CH2:14][N:15]([CH3:23])[C:16](=[O:22])[O:17][C:18]([CH3:21])([CH3:20])[CH3:19])=[CH:10][CH:9]=1.C(=O)([O-])[O-].[Na+].[Na+]. The yield is 0.600. The product is [CH3:23][N:15]([CH2:14][C:11]1[CH:12]=[N:13][C:8]([NH:1][C:2]2[S:3][CH:4]=[CH:5][N:6]=2)=[CH:9][CH:10]=1)[C:16](=[O:22])[O:17][C:18]([CH3:21])([CH3:19])[CH3:20]. The catalyst is C1COCC1.[Pd].[Pd].C(=CC(C=CC1C=CC=CC=1)=O)C1C=CC=CC=1.C(=CC(C=CC1C=CC=CC=1)=O)C1C=CC=CC=1.C(=CC(C=CC1C=CC=CC=1)=O)C1C=CC=CC=1.CC1(C)C2C=CC=C(P(C3C=CC=CC=3)C3C=CC=CC=3)C=2OC2C1=CC=CC=2P(C1C=CC=CC=1)C1C=CC=CC=1. (3) The reactants are [F:1][C:2]1[CH:7]=[CH:6][CH:5]=[CH:4][C:3]=1[CH2:8][C:9]([OH:11])=O.[CH2:12]([C@@H:19]1[NH:24][CH2:23][CH2:22][N:21]([C:25]2[CH:30]=[CH:29][C:28]([O:31][CH3:32])=[C:27]([O:33][CH:34]3[CH2:38][CH2:37][CH2:36][CH2:35]3)[CH:26]=2)[CH2:20]1)[C:13]1[CH:18]=[CH:17][CH:16]=[CH:15][CH:14]=1. No catalyst specified. The product is [CH2:12]([C@H:19]1[CH2:20][N:21]([C:25]2[CH:30]=[CH:29][C:28]([O:31][CH3:32])=[C:27]([O:33][CH:34]3[CH2:38][CH2:37][CH2:36][CH2:35]3)[CH:26]=2)[CH2:22][CH2:23][N:24]1[C:9](=[O:11])[CH2:8][C:3]1[CH:4]=[CH:5][CH:6]=[CH:7][C:2]=1[F:1])[C:13]1[CH:14]=[CH:15][CH:16]=[CH:17][CH:18]=1. The yield is 0.500.